This data is from Forward reaction prediction with 1.9M reactions from USPTO patents (1976-2016). The task is: Predict the product of the given reaction. (1) Given the reactants [C:1]([NH:8][C@H:9]([C:17]([OH:19])=O)[CH2:10][C:11]1[CH:16]=[CH:15][CH:14]=[CH:13][CH:12]=1)([O:3]C(C)(C)C)=O.[CH3:20][CH2:21][N:22]=[C:23]=[N:24][CH2:25][CH2:26][CH2:27][N:28](C)C.Cl.Cl.C(NCCCCN)(OCC1C=CC=CC=1)=O.C([N:51]([CH2:54][CH3:55])CC)C.C(N(C(C)C)CC)(C)C.C1(=O)[O:71][C:69](=[O:70])[CH2:68][CH2:67][CH2:66]1, predict the reaction product. The product is: [N:28]1[CH:27]=[CH:26][CH:25]=[N:24][C:23]=1[NH:22][CH2:21][CH2:20][CH2:55][CH2:54][NH:51][C:17]([C@@H:9]([NH:8][C:1]([CH2:66][CH2:67][CH2:68][C:69]([OH:71])=[O:70])=[O:3])[CH2:10][C:11]1[CH:12]=[CH:13][CH:14]=[CH:15][CH:16]=1)=[O:19]. (2) Given the reactants [Cl:1][C:2]1[CH:21]=[CH:20][C:5]([NH:6][C:7]2[C:16]3[C:11](=[CH:12][C:13]([OH:19])=[C:14]([O:17][CH3:18])[CH:15]=3)[N:10]=[CH:9][N:8]=2)=[C:4]([F:22])[CH:3]=1.C(=O)([O-])[O-].[K+].[K+].[I-].[K+].Cl.Cl[CH2:33][C:34]1[CH:39]=[CH:38][N:37]=[CH:36][CH:35]=1, predict the reaction product. The product is: [ClH:1].[Cl:1][C:2]1[CH:21]=[CH:20][C:5]([NH:6][C:7]2[C:16]3[C:11](=[CH:12][C:13]([O:19][CH2:33][C:34]4[CH:39]=[CH:38][N:37]=[CH:36][CH:35]=4)=[C:14]([O:17][CH3:18])[CH:15]=3)[N:10]=[CH:9][N:8]=2)=[C:4]([F:22])[CH:3]=1.